This data is from Buchwald-Hartwig C-N cross coupling reaction yields with 55,370 reactions. The task is: Predict the reaction yield, written as a fraction of the theoretical maximum amount of product (1.0 means a 100% yield; for example, 0.34 means a 34% yield). The reactants are FC(F)(F)c1ccc(Br)cc1.Cc1ccc(N)cc1.O=S(=O)(O[Pd]1c2ccccc2-c2ccccc2N~1)C(F)(F)F.CC(C)c1cc(C(C)C)c(-c2ccccc2P(C2CCCCC2)C2CCCCC2)c(C(C)C)c1.CN(C)C(=NC(C)(C)C)N(C)C.CCOC(=O)c1cc(C)no1. No catalyst specified. The product is Cc1ccc(Nc2ccc(C(F)(F)F)cc2)cc1. The yield is 0.351.